The task is: Predict the reaction yield, written as a fraction of the theoretical maximum amount of product (1.0 means a 100% yield; for example, 0.34 means a 34% yield).. This data is from Reaction yield outcomes from USPTO patents with 853,638 reactions. The reactants are Br[C:2]1[CH:15]=[CH:14][C:5]2[N:6]=[C:7]([C@@H:9]3[CH2:12][C@H:11]([OH:13])[CH2:10]3)[S:8][C:4]=2[CH:3]=1.[N:16]1[CH:21]=[C:20](B(O)O)[CH:19]=[N:18][CH:17]=1.C(=O)([O-])[O-].[Na+].[Na+]. The catalyst is Cl[Pd](Cl)([P](C1C=CC=CC=1)(C1C=CC=CC=1)C1C=CC=CC=1)[P](C1C=CC=CC=1)(C1C=CC=CC=1)C1C=CC=CC=1.C1(P(C2CCCCC2)C2C=CC=CC=2C2C=CC=CC=2)CCCCC1.C(O)C.O1CCOCC1. The product is [N:16]1[CH:21]=[C:20]([C:2]2[CH:15]=[CH:14][C:5]3[N:6]=[C:7]([C@@H:9]4[CH2:12][C@H:11]([OH:13])[CH2:10]4)[S:8][C:4]=3[CH:3]=2)[CH:19]=[N:18][CH:17]=1. The yield is 0.846.